Dataset: Catalyst prediction with 721,799 reactions and 888 catalyst types from USPTO. Task: Predict which catalyst facilitates the given reaction. (1) Reactant: C[O:2][C:3](=[O:27])[C@@H:4]([N:12]1[CH2:16][C:15]2=[CH:17][C:18]3[C:19]([Cl:25])=[CH:20][CH:21]=[CH:22][C:23]=3[O:24][CH:14]2[C:13]1=[O:26])[CH2:5][CH:6]1[CH2:11][CH2:10][CH2:9][CH2:8][CH2:7]1.O.[OH-].[Li+]. Product: [Cl:25][C:19]1[C:18]2[CH2:17][C:15]3[CH2:16][N:12]([C@@H:4]([CH2:5][CH:6]4[CH2:11][CH2:10][CH2:9][CH2:8][CH2:7]4)[C:3]([OH:27])=[O:2])[C:13](=[O:26])[C:14]=3[O:24][C:23]=2[CH:22]=[CH:21][CH:20]=1. The catalyst class is: 30. (2) Reactant: [NH:1]1[C:11]2[C:6](=[CH:7][CH:8]=[CH:9][CH:10]=2)[C:4](=O)[C:2]1=[O:3].[OH-:12].[K+].[C:14]([C:18]1[CH:23]=[CH:22][CH:21]=[CH:20][CH:19]=1)(=O)[CH2:15][CH3:16]. Product: [CH3:16][C:15]1[C:14]([C:18]2[CH:23]=[CH:22][CH:21]=[CH:20][CH:19]=2)=[N:1][C:11]2[C:6]([C:4]=1[C:2]([OH:12])=[O:3])=[CH:7][CH:8]=[CH:9][CH:10]=2. The catalyst class is: 14. (3) Reactant: [NH2:1][C:2]1[N:7]=[CH:6][N:5]=[C:4]2[N:8]([CH:26]([C:28]3[O:29][C:30](=[O:44])[C:31]4[C:36]([C:37]=3[C:38]3[CH:43]=[CH:42][CH:41]=[CH:40][CH:39]=3)=[CH:35][CH:34]=[CH:33][CH:32]=4)[CH3:27])[N:9]=[C:10]([C:11]3[CH:16]=[C:15]([F:17])[CH:14]=[C:13]([O:18][Si](C(C)(C)C)(C)C)[CH:12]=3)[C:3]=12. Product: [NH2:1][C:2]1[N:7]=[CH:6][N:5]=[C:4]2[N:8]([CH:26]([C:28]3[O:29][C:30](=[O:44])[C:31]4[C:36]([C:37]=3[C:38]3[CH:43]=[CH:42][CH:41]=[CH:40][CH:39]=3)=[CH:35][CH:34]=[CH:33][CH:32]=4)[CH3:27])[N:9]=[C:10]([C:11]3[CH:12]=[C:13]([OH:18])[CH:14]=[C:15]([F:17])[CH:16]=3)[C:3]=12. The catalyst class is: 422. (4) Reactant: Br[C:2]1[N:6]([S:7]([C:10]2[CH:11]=[N:12][CH:13]=[CH:14][CH:15]=2)(=[O:9])=[O:8])[CH:5]=[C:4]([CH2:16][N:17]([CH3:25])[C:18](=[O:24])[O:19][C:20]([CH3:23])([CH3:22])[CH3:21])[CH:3]=1.[Cl:26][C:27]1[CH:32]=[CH:31][CH:30]=[CH:29][C:28]=1B(O)O.C(=O)([O-])[O-].[Na+].[Na+]. Product: [Cl:26][C:27]1[CH:32]=[CH:31][CH:30]=[CH:29][C:28]=1[C:2]1[N:6]([S:7]([C:10]2[CH:11]=[N:12][CH:13]=[CH:14][CH:15]=2)(=[O:9])=[O:8])[CH:5]=[C:4]([CH2:16][N:17]([CH3:25])[C:18](=[O:24])[O:19][C:20]([CH3:23])([CH3:22])[CH3:21])[CH:3]=1. The catalyst class is: 73.